This data is from Forward reaction prediction with 1.9M reactions from USPTO patents (1976-2016). The task is: Predict the product of the given reaction. (1) Given the reactants Cl[CH2:2][CH2:3][C:4]([NH:6][C:7]1[CH:20]=[CH:19][C:18]2[C:17](=[O:21])[C:16]3[C:11](=[CH:12][C:13]([NH:22][C:23](=[O:27])[CH2:24][CH2:25]Cl)=[CH:14][CH:15]=3)[C:10](=[O:28])[C:9]=2[CH:8]=1)=[O:5].[NH:29]1[CH2:34][CH2:33][CH2:32][CH2:31][CH2:30]1.[N:35]1[CH:40]=[CH:39][CH:38]=[CH:37][CH:36]=1, predict the reaction product. The product is: [N:29]1([CH2:2][CH2:3][C:4]([NH:6][C:7]2[CH:20]=[CH:19][C:18]3[C:17](=[O:21])[C:16]4[C:11](=[CH:12][C:13]([NH:22][C:23](=[O:27])[CH2:24][CH2:25][N:35]5[CH2:40][CH2:39][CH2:38][CH2:37][CH2:36]5)=[CH:14][CH:15]=4)[C:10](=[O:28])[C:9]=3[CH:8]=2)=[O:5])[CH2:34][CH2:33][CH2:32][CH2:31][CH2:30]1. (2) Given the reactants [C:1]([OH:5])(=O)[CH2:2][CH3:3].CN(C(ON1N=NC2C=CC=NC1=2)=[N+](C)C)C.F[P-](F)(F)(F)(F)F.[F:30][C:31]1[CH:36]=[CH:35][C:34]([C:37]2[C:45]3[O:44][C:43]([NH2:46])=[N:42][C:41]=3[C:40]([O:47][CH3:48])=[CH:39][CH:38]=2)=[CH:33][CH:32]=1, predict the reaction product. The product is: [F:30][C:31]1[CH:32]=[CH:33][C:34]([C:37]2[C:45]3[O:44][C:43]([NH:46][C:1](=[O:5])[CH2:2][CH3:3])=[N:42][C:41]=3[C:40]([O:47][CH3:48])=[CH:39][CH:38]=2)=[CH:35][CH:36]=1. (3) Given the reactants FC(F)(F)S([C:6]1[C:19]2=[CH:20][CH:21]=[CH:22][C:17]3=[C:18]2[C:9]([O:10][C:11]2[CH:12]=[CH:13][CH:14]=[CH:15][C:16]=23)=[CH:8][CH:7]=1)(=O)=O.[B:25]1([B:25]2[O:29][C:28]([CH3:31])([CH3:30])[C:27]([CH3:33])([CH3:32])[O:26]2)[O:29][C:28]([CH3:31])([CH3:30])[C:27]([CH3:33])([CH3:32])[O:26]1.C([O-])(=O)C.[K+].O, predict the reaction product. The product is: [CH:22]1[C:17]2=[C:18]3[C:9]([O:10][C:11]4[CH:12]=[CH:13][CH:14]=[CH:15][C:16]=42)=[CH:8][CH:7]=[C:6]([B:25]2[O:29][C:28]([CH3:31])([CH3:30])[C:27]([CH3:33])([CH3:32])[O:26]2)[C:19]3=[CH:20][CH:21]=1. (4) Given the reactants C[O:2][C:3](=[O:42])[C:4]1[CH:9]=[C:8]([O:10][C:11]2[CH:16]=[CH:15][C:14]([CH2:17][NH:18][S:19]([C:22]3[CH:27]=[CH:26][C:25]([N+:28]([O-:30])=[O:29])=[CH:24][CH:23]=3)(=[O:21])=[O:20])=[CH:13][CH:12]=2)[CH:7]=[CH:6][C:5]=1[NH:31][S:32]([C:35]1[CH:40]=[CH:39][C:38]([CH3:41])=[CH:37][CH:36]=1)(=[O:34])=[O:33].[Li+].[OH-], predict the reaction product. The product is: [N+:28]([C:25]1[CH:26]=[CH:27][C:22]([S:19]([NH:18][CH2:17][C:14]2[CH:15]=[CH:16][C:11]([O:10][C:8]3[CH:7]=[CH:6][C:5]([NH:31][S:32]([C:35]4[CH:40]=[CH:39][C:38]([CH3:41])=[CH:37][CH:36]=4)(=[O:34])=[O:33])=[C:4]([CH:9]=3)[C:3]([OH:42])=[O:2])=[CH:12][CH:13]=2)(=[O:20])=[O:21])=[CH:23][CH:24]=1)([O-:30])=[O:29]. (5) The product is: [ClH:49].[Cl:49][C:50]1[C:55]([F:56])=[C:54]([F:57])[CH:53]=[CH:52][C:51]=1[CH2:58][NH:59][C:7]([CH:6]1[CH2:5][N:4]([CH2:10][C:11]2[CH:16]=[CH:15][CH:14]=[CH:13][N:12]=2)[C:3](=[O:17])[N:2]1[CH3:1])=[O:9]. Given the reactants [CH3:1][N:2]1[CH:6]([C:7]([OH:9])=O)[CH2:5][N:4]([CH2:10][C:11]2[CH:16]=[CH:15][CH:14]=[CH:13][N:12]=2)[C:3]1=[O:17].O.ON1C2C=CC=CC=2N=N1.Cl.C(N=C=NCCCN(C)C)C.C(N1CCOCC1)C.[Cl:49][C:50]1[C:55]([F:56])=[C:54]([F:57])[CH:53]=[CH:52][C:51]=1[CH2:58][NH2:59], predict the reaction product. (6) Given the reactants [H-].[Na+].[OH:3][N:4]=[C:5]([C:7]1[CH:16]=[C:15]2[C:10]([CH2:11][CH2:12][NH:13][CH2:14]2)=[CH:9][CH:8]=1)[NH2:6].[CH2:17]([N:21]1[C:25]([C:26]2[CH:31]=[CH:30][N:29]=[CH:28][CH:27]=2)=[C:24]([C:32](OCC)=O)[CH:23]=[N:22]1)[CH:18]([CH3:20])[CH3:19].O, predict the reaction product. The product is: [CH2:17]([N:21]1[C:25]([C:26]2[CH:27]=[CH:28][N:29]=[CH:30][CH:31]=2)=[C:24]([C:32]2[O:3][N:4]=[C:5]([C:7]3[CH:16]=[C:15]4[C:10]([CH2:11][CH2:12][NH:13][CH2:14]4)=[CH:9][CH:8]=3)[N:6]=2)[CH:23]=[N:22]1)[CH:18]([CH3:20])[CH3:19]. (7) Given the reactants [C:1](#N)[CH3:2].[OH2:4].[C:5]1([SiH:11]([CH3:13])[CH3:12])[CH:10]=[CH:9][CH:8]=[CH:7][CH:6]=1.[H][H], predict the reaction product. The product is: [O:4]([Si:11]([C:2]1[CH:1]=[CH:9][CH:8]=[CH:7][CH:6]=1)([CH3:12])[CH3:5])[Si:11]([C:5]1[CH:10]=[CH:9][CH:8]=[CH:7][CH:6]=1)([CH3:13])[CH3:12].